The task is: Predict which catalyst facilitates the given reaction.. This data is from Catalyst prediction with 721,799 reactions and 888 catalyst types from USPTO. (1) Reactant: CC([O:5][C:6]([CH:8]1[C:13]([CH3:15])([CH3:14])[S:12][CH2:11][CH2:10][N:9]1[S:16]([C:19]1[CH:20]=[C:21]2[C:25](=[CH:26][CH:27]=1)[C:24]1[CH2:28][CH2:29][CH2:30][CH2:31][CH2:32][CH2:33][C:23]=1[O:22]2)(=[O:18])=[O:17])=[O:7])(C)C. Product: [CH:20]1[C:19]([S:16]([N:9]2[CH2:10][CH2:11][S:12][C:13]([CH3:15])([CH3:14])[CH:8]2[C:6]([OH:7])=[O:5])(=[O:18])=[O:17])=[CH:27][CH:26]=[C:25]2[C:21]=1[O:22][C:23]1[CH2:33][CH2:32][CH2:31][CH2:30][CH2:29][CH2:28][C:24]=12. The catalyst class is: 55. (2) Reactant: C(OC(=O)[NH:7][C:8]1[C:17]2[C:12](=[CH:13][CH:14]=[CH:15][CH:16]=2)[C:11]([O:18][C:19]2[CH:24]=[CH:23][N:22]=[C:21]([S:25][CH3:26])[N:20]=2)=[CH:10][CH:9]=1)(C)(C)C.Cl. Product: [CH3:26][S:25][C:21]1[N:20]=[C:19]([O:18][C:11]2[C:12]3[C:17](=[CH:16][CH:15]=[CH:14][CH:13]=3)[C:8]([NH2:7])=[CH:9][CH:10]=2)[CH:24]=[CH:23][N:22]=1. The catalyst class is: 12. (3) Reactant: [Cl:1][C:2]1[CH:7]=[CH:6][C:5]([C:8]2[O:12][C:11]([C:13]3[CH:18]=[CH:17][C:16]([F:19])=[CH:15][CH:14]=3)=[N:10][C:9]=2[CH2:20]O)=[CH:4][C:3]=1[F:22].S(Cl)([Cl:25])=O. Product: [Cl:1][C:2]1[CH:7]=[CH:6][C:5]([C:8]2[O:12][C:11]([C:13]3[CH:18]=[CH:17][C:16]([F:19])=[CH:15][CH:14]=3)=[N:10][C:9]=2[CH2:20][Cl:25])=[CH:4][C:3]=1[F:22]. The catalyst class is: 7.